Task: Predict the reaction yield, written as a fraction of the theoretical maximum amount of product (1.0 means a 100% yield; for example, 0.34 means a 34% yield).. Dataset: Buchwald-Hartwig C-N cross coupling reaction yields with 55,370 reactions The reactants are FC(F)(F)c1ccc(Cl)cc1.Cc1ccc(N)cc1.O=S(=O)(O[Pd]1c2ccccc2-c2ccccc2N~1)C(F)(F)F.CC(C)c1cc(C(C)C)c(-c2ccccc2P(C(C)(C)C)C(C)(C)C)c(C(C)C)c1.CCN=P(N=P(N(C)C)(N(C)C)N(C)C)(N(C)C)N(C)C.COC(=O)c1ccno1. No catalyst specified. The product is Cc1ccc(Nc2ccc(C(F)(F)F)cc2)cc1. The yield is 0.0891.